Predict the reaction yield, written as a fraction of the theoretical maximum amount of product (1.0 means a 100% yield; for example, 0.34 means a 34% yield). From a dataset of Reaction yield outcomes from USPTO patents with 853,638 reactions. The reactants are B(F)(F)F.CC[O:7]CC.[CH2:10]([N:17]1[CH2:22][CH:21]=[C:20]([CH:23]([CH3:25])[CH3:24])[CH2:19][CH2:18]1)[C:11]1[CH:16]=[CH:15][CH:14]=[CH:13][CH:12]=1.B.O1CCCC1.[Cl-].[Cl-].[Ca+2].OO.[O-]S([O-])=O.[Na+].[Na+].[OH-].[Na+]. The catalyst is O1CCCC1.Cl.C(OC)(C)(C)C.CO. The product is [CH2:10]([N:17]1[CH2:18][CH2:19][C@@H:20]([CH:23]([CH3:25])[CH3:24])[C@H:21]([OH:7])[CH2:22]1)[C:11]1[CH:16]=[CH:15][CH:14]=[CH:13][CH:12]=1. The yield is 0.370.